This data is from Reaction yield outcomes from USPTO patents with 853,638 reactions. The task is: Predict the reaction yield, written as a fraction of the theoretical maximum amount of product (1.0 means a 100% yield; for example, 0.34 means a 34% yield). (1) The reactants are [CH2:1]([C:5]1=[CH:6][N:7]([C:23]([CH3:26])([CH3:25])[CH3:24])[S:8]/[C:9]/1=[N:10]\[C:11](=[O:22])[C:12]1[CH:17]=[C:16]([C:18]#[N:19])[CH:15]=[CH:14][C:13]=1[O:20][CH3:21])[CH2:2][CH2:3][CH3:4].S(=O)(=O)(O)[OH:28].C([O-])([O-])=O.[Na+].[Na+]. The catalyst is O. The product is [CH2:1]([C:5]1=[CH:6][N:7]([C:23]([CH3:25])([CH3:24])[CH3:26])[S:8]/[C:9]/1=[N:10]\[C:11](=[O:22])[C:12]1[CH:17]=[C:16]([CH:15]=[CH:14][C:13]=1[O:20][CH3:21])[C:18]([NH2:19])=[O:28])[CH2:2][CH2:3][CH3:4]. The yield is 0.930. (2) The reactants are [CH:1]([C:4]1[CH:9]=[CH:8][C:7]([CH:10]2[C:14]3[C:15]([CH3:22])=[C:16]([NH2:21])[C:17]([CH3:20])=[C:18]([CH3:19])[C:13]=3[O:12][C:11]2([CH3:24])[CH3:23])=[CH:6][CH:5]=1)([CH3:3])[CH3:2].[C:25](Cl)(=[O:32])[C:26]1[CH:31]=[CH:30][CH:29]=[CH:28][CH:27]=1. The catalyst is C(OCC)(=O)C.CCCCCC. The product is [CH:1]([C:4]1[CH:9]=[CH:8][C:7]([CH:10]2[C:14]3[C:15]([CH3:22])=[C:16]([NH:21][C:25](=[O:32])[C:26]4[CH:31]=[CH:30][CH:29]=[CH:28][CH:27]=4)[C:17]([CH3:20])=[C:18]([CH3:19])[C:13]=3[O:12][C:11]2([CH3:24])[CH3:23])=[CH:6][CH:5]=1)([CH3:3])[CH3:2]. The yield is 0.900.